Task: Predict which catalyst facilitates the given reaction.. Dataset: Catalyst prediction with 721,799 reactions and 888 catalyst types from USPTO (1) Reactant: CC1(C)[O:6][CH:5]([CH2:7][CH2:8][NH:9][C:10]([CH:12]2[CH:16]([C:17]3[CH:22]=[CH:21][CH:20]=[C:19]([Cl:23])[C:18]=3[F:24])[C:15]([C:27]3[CH:32]=[CH:31][C:30]([Cl:33])=[CH:29][C:28]=3[F:34])([C:25]#[N:26])[CH:14]([CH3:35])[NH:13]2)=[O:11])[CH2:4][O:3]1.[CH2:37]([O:39][C:40]1[CH:41]=[C:42]([CH:46]=[CH:47][CH:48]=1)[C:43](Cl)=[O:44])[CH3:38].C(N(CC)CC)C.Cl. Product: [OH:6][CH:5]([CH2:4][OH:3])[CH2:7][CH2:8][NH:9][C:10]([CH:12]1[CH:16]([C:17]2[CH:22]=[CH:21][CH:20]=[C:19]([Cl:23])[C:18]=2[F:24])[C:15]([C:27]2[CH:32]=[CH:31][C:30]([Cl:33])=[CH:29][C:28]=2[F:34])([C:25]#[N:26])[CH:14]([CH3:35])[N:13]1[C:43](=[O:44])[C:42]1[CH:46]=[CH:47][CH:48]=[C:40]([O:39][CH2:37][CH3:38])[CH:41]=1)=[O:11]. The catalyst class is: 168. (2) Reactant: Cl[C:2]1[C:3]([OH:16])=[N:4][C:5]2[C:10]([N:11]=1)=[CH:9][C:8]([C:12]([O:14][CH3:15])=[O:13])=[CH:7][CH:6]=2.[CH2:17]([NH:19][CH2:20][CH3:21])[CH3:18].CCN(C(C)C)C(C)C. Product: [CH2:17]([N:19]([CH2:20][CH3:21])[C:2]1[C:3]([OH:16])=[N:4][C:5]2[C:10]([N:11]=1)=[CH:9][C:8]([C:12]([O:14][CH3:15])=[O:13])=[CH:7][CH:6]=2)[CH3:18]. The catalyst class is: 58. (3) The catalyst class is: 109. Product: [Cl:18][C:19]1[CH:24]=[CH:23][C:22]([C:2]2[N:3]=[C:4]([N:7]3[CH:12]4[CH2:13][CH2:14][CH:8]3[CH2:9][O:10][CH2:11]4)[S:5][CH:6]=2)=[CH:21][CH:20]=1. Reactant: Br[C:2]1[N:3]=[C:4]([N:7]2[CH:12]3[CH2:13][CH2:14][CH:8]2[CH2:9][O:10][CH2:11]3)[S:5][CH:6]=1.C(O)C.[Cl:18][C:19]1[CH:24]=[CH:23][C:22](B(O)O)=[CH:21][CH:20]=1.C(=O)([O-])[O-].[K+].[K+].